This data is from Catalyst prediction with 721,799 reactions and 888 catalyst types from USPTO. The task is: Predict which catalyst facilitates the given reaction. (1) Reactant: [C:1](Cl)(=[O:4])[CH:2]=[CH2:3].[OH-].[Na+].[C:8]([O:12][C:13]([NH:15][C@@H:16]([CH2:20][CH:21]1[CH2:26][CH2:25][NH:24][CH2:23][CH2:22]1)[C:17]([OH:19])=[O:18])=[O:14])([CH3:11])([CH3:10])[CH3:9]. Product: [C:1]([N:24]1[CH2:25][CH2:26][CH:21]([CH2:20][C@H:16]([NH:15][C:13]([O:12][C:8]([CH3:11])([CH3:10])[CH3:9])=[O:14])[C:17]([OH:19])=[O:18])[CH2:22][CH2:23]1)(=[O:4])[CH:2]=[CH2:3]. The catalyst class is: 20. (2) Reactant: [CH2:1]([C:3]1[CH:8]=[CH:7][CH:6]=[C:5]([CH2:9][CH3:10])[C:4]=1[NH:11][C:12]([C:14]1[C:18]2[CH2:19][CH2:20][CH2:21][C:22]3[C:23](=[N:24][C:25]([NH:28][C:29]4[CH:34]=[CH:33][C:32]([N:35]5[CH2:40][CH2:39][N:38]([CH3:41])[CH2:37][CH2:36]5)=[CH:31][C:30]=4[O:42][CH3:43])=[N:26][CH:27]=3)[C:17]=2[N:16]([CH2:44][CH2:45][O:46]C2CCCCO2)[N:15]=1)=[O:13])[CH3:2].[ClH:53]. Product: [ClH:53].[CH2:1]([C:3]1[CH:8]=[CH:7][CH:6]=[C:5]([CH2:9][CH3:10])[C:4]=1[NH:11][C:12]([C:14]1[C:18]2[CH2:19][CH2:20][CH2:21][C:22]3[C:23](=[N:24][C:25]([NH:28][C:29]4[CH:34]=[CH:33][C:32]([N:35]5[CH2:36][CH2:37][N:38]([CH3:41])[CH2:39][CH2:40]5)=[CH:31][C:30]=4[O:42][CH3:43])=[N:26][CH:27]=3)[C:17]=2[N:16]([CH2:44][CH2:45][OH:46])[N:15]=1)=[O:13])[CH3:2]. The catalyst class is: 71. (3) Reactant: Cl[C:2]1[CH:7]=[C:6]([CH2:8][N:9]2[C:13]([CH3:15])([CH3:14])[C:12](=[O:16])[N:11]([C:17]3[CH:25]=[C:24]4[C:20]([C:21]([CH3:33])([CH3:32])[CH2:22][N:23]4[C:26](=[O:31])[CH2:27][N:28]([CH3:30])[CH3:29])=[CH:19][CH:18]=3)[C:10]2=[O:34])[CH:5]=[CH:4][N:3]=1.[CH3:35][N:36]([CH3:40])[C:37]([NH2:39])=[O:38].CC1(C)C2C=CC(P(C3C=CC=CC=3)C3C=CC=CC=3)=CC=2OC2C1=CC=C(P(C1C=CC=CC=1)C1C=CC=CC=1)C=2.C(=O)([O-])[O-].[Cs+].[Cs+]. Product: [CH3:29][N:28]([CH3:30])[CH2:27][C:26]([N:23]1[C:24]2[C:20](=[CH:19][CH:18]=[C:17]([N:11]3[C:12](=[O:16])[C:13]([CH3:15])([CH3:14])[N:9]([CH2:8][C:6]4[CH:5]=[CH:4][N:3]=[C:2]([NH:39][C:37](=[O:38])[N:36]([CH3:40])[CH3:35])[CH:7]=4)[C:10]3=[O:34])[CH:25]=2)[C:21]([CH3:33])([CH3:32])[CH2:22]1)=[O:31]. The catalyst class is: 160.